From a dataset of Forward reaction prediction with 1.9M reactions from USPTO patents (1976-2016). Predict the product of the given reaction. (1) Given the reactants [C:1]([O:5][C:6]([N:8]([O:31][C:32]([O:34][C:35]([CH3:38])([CH3:37])[CH3:36])=[O:33])[C:9]1([C:26](=[N:28][O:29][CH3:30])[CH3:27])[C:13](=[O:14])[N:12]([CH3:15])[N:11]=[C:10]1[C:16]1[CH:25]=[CH:24][C:19]([C:20]([O:22]C)=[O:21])=[CH:18][CH:17]=1)=[O:7])([CH3:4])([CH3:3])[CH3:2].[OH-].[Li+], predict the reaction product. The product is: [C:1]([O:5][C:6]([N:8]([O:31][C:32]([O:34][C:35]([CH3:38])([CH3:37])[CH3:36])=[O:33])[C:9]1([C:26](=[N:28][O:29][CH3:30])[CH3:27])[C:13](=[O:14])[N:12]([CH3:15])[N:11]=[C:10]1[C:16]1[CH:17]=[CH:18][C:19]([C:20]([OH:22])=[O:21])=[CH:24][CH:25]=1)=[O:7])([CH3:4])([CH3:2])[CH3:3]. (2) Given the reactants [CH:1]1([CH:7]([NH:24][C:25]2[CH:34]=[CH:33][C:28]([C:29]([O:31]C)=[O:30])=[CH:27][CH:26]=2)[C:8]2[O:9][C:10]3[CH:22]=[CH:21][C:20]([F:23])=[CH:19][C:11]=3[C:12]=2[CH2:13][O:14][CH2:15][CH2:16][O:17][CH3:18])[CH2:6][CH2:5][CH2:4][CH2:3][CH2:2]1.O1CCCC1.[OH-].[Na+], predict the reaction product. The product is: [CH:1]1([CH:7]([NH:24][C:25]2[CH:34]=[CH:33][C:28]([C:29]([OH:31])=[O:30])=[CH:27][CH:26]=2)[C:8]2[O:9][C:10]3[CH:22]=[CH:21][C:20]([F:23])=[CH:19][C:11]=3[C:12]=2[CH2:13][O:14][CH2:15][CH2:16][O:17][CH3:18])[CH2:6][CH2:5][CH2:4][CH2:3][CH2:2]1.